Dataset: Reaction yield outcomes from USPTO patents with 853,638 reactions. Task: Predict the reaction yield, written as a fraction of the theoretical maximum amount of product (1.0 means a 100% yield; for example, 0.34 means a 34% yield). (1) The reactants are [CH3:1][S:2]([C:5]1[CH:10]=[CH:9][C:8]([C:11]2[N:16]3[N:17]=[C:18]([NH2:20])[N:19]=[C:15]3[CH:14]=[N:13][CH:12]=2)=[CH:7][CH:6]=1)(=[O:4])=[O:3].Br[C:22]1[CH:23]=[C:24]([N:28]2[CH2:33][CH2:32][N:31]([CH3:34])[CH2:30][CH2:29]2)[CH:25]=[N:26][CH:27]=1. No catalyst specified. The product is [CH3:1][S:2]([C:5]1[CH:6]=[CH:7][C:8]([C:11]2[N:16]3[N:17]=[C:18]([NH:20][C:22]4[CH:27]=[N:26][CH:25]=[C:24]([N:28]5[CH2:33][CH2:32][N:31]([CH3:34])[CH2:30][CH2:29]5)[CH:23]=4)[N:19]=[C:15]3[CH:14]=[N:13][CH:12]=2)=[CH:9][CH:10]=1)(=[O:3])=[O:4]. The yield is 0.0400. (2) The reactants are [C:1]([C:8]1[NH:9][CH:10]=CN=1)([C:3]1[NH:4][CH:5]=[CH:6]N=1)=S.NC1C=CN=CC=1.[NH:20]([C:22](=[O:43])[C:23]([NH:25][C:26]1[CH:31]=[CH:30][C:29]([C@H:32]2[CH2:37][CH2:36][C@H:35]([CH2:38][C:39]([O:41][CH3:42])=[O:40])[CH2:34][CH2:33]2)=[CH:28][CH:27]=1)=[O:24])[NH2:21].CCN=C=NCCCN(C)C. The catalyst is CC(N(C)C)=O.O. The product is [N:4]1[CH:3]=[CH:1][C:8]([NH:9][C:10]2[O:43][C:22]([C:23]([NH:25][C:26]3[CH:31]=[CH:30][C:29]([C@H:32]4[CH2:37][CH2:36][C@H:35]([CH2:38][C:39]([O:41][CH3:42])=[O:40])[CH2:34][CH2:33]4)=[CH:28][CH:27]=3)=[O:24])=[N:20][N:21]=2)=[CH:6][CH:5]=1. The yield is 0.200. (3) The reactants are O.[NH2:2][NH2:3].[C:4]([CH2:12][C:13](=O)[CH3:14])(=O)[C:5]1[CH:10]=[CH:9][CH:8]=[CH:7][CH:6]=1. The catalyst is C(O)C. The product is [CH3:14][C:13]1[NH:3][N:2]=[C:4]([C:5]2[CH:10]=[CH:9][CH:8]=[CH:7][CH:6]=2)[CH:12]=1. The yield is 0.997.